This data is from Full USPTO retrosynthesis dataset with 1.9M reactions from patents (1976-2016). The task is: Predict the reactants needed to synthesize the given product. (1) The reactants are: [N:1]#[C:2]Br.[NH2:4][C:5]1[C:10]([OH:11])=[CH:9][CH:8]=[CH:7][N:6]=1.C([O-])(O)=O.[Na+]. Given the product [O:11]1[C:10]2[C:5](=[N:6][CH:7]=[CH:8][CH:9]=2)[N:4]=[C:2]1[NH2:1], predict the reactants needed to synthesize it. (2) Given the product [NH2:1][C:2]1[NH:7][C:6](=[O:8])[CH:5]=[C:4]([CH2:9][CH2:10][C:11]2[CH:16]=[CH:15][CH:14]=[C:13]([C:32]3[O:33][CH:34]=[CH:35][CH:36]=3)[CH:12]=2)[N:3]=1, predict the reactants needed to synthesize it. The reactants are: [NH2:1][C:2]1[NH:7][C:6](=[O:8])[CH:5]=[C:4]([CH2:9][CH2:10][C:11]2[CH:16]=[CH:15][CH:14]=[C:13](Br)[CH:12]=2)[N:3]=1.C(OC(=O)CC(=O)CCC1C=CC=C([C:32]2[O:33][CH:34]=[CH:35][CH:36]=2)C=1)C. (3) Given the product [Cl:10][C:3]1[C:4]([Cl:9])=[C:5]([F:8])[CH:6]=[CH:7][C:2]=1[N:21]1[CH2:20][CH2:19][N:18]([C:11]([O:13][C:14]([CH3:17])([CH3:16])[CH3:15])=[O:12])[CH2:23][CH2:22]1, predict the reactants needed to synthesize it. The reactants are: Br[C:2]1[CH:7]=[CH:6][C:5]([F:8])=[C:4]([Cl:9])[C:3]=1[Cl:10].[C:11]([N:18]1[CH2:23][CH2:22][NH:21][CH2:20][CH2:19]1)([O:13][C:14]([CH3:17])([CH3:16])[CH3:15])=[O:12].CC([O-])(C)C.[Na+]. (4) The reactants are: [C:1]([O:8][CH3:9])(=[O:7])[CH2:2][C:3]([O:5][CH3:6])=[O:4].[H-].[Na+].Br[CH:13]([C:15]1[CH:20]=[CH:19][CH:18]=[C:17]([C:21]([F:24])([F:23])[F:22])[CH:16]=1)[CH3:14].CCOCC. Given the product [F:22][C:21]([F:23])([F:24])[C:17]1[CH:16]=[C:15]([CH:13]([CH:2]([C:1]([O:8][CH3:9])=[O:7])[C:3]([O:5][CH3:6])=[O:4])[CH3:14])[CH:20]=[CH:19][CH:18]=1, predict the reactants needed to synthesize it. (5) Given the product [CH3:1][O:2][C:3](=[O:28])[CH:4]([C:10]1[CH:11]=[C:12]([C:19]2[CH:24]=[CH:23][CH:22]=[C:21]([N+:25]([O-:27])=[O:26])[CH:20]=2)[C:13]([O:18][CH2:41][O:42][CH2:43][CH2:44][O:45][CH3:46])=[C:14]([CH:16]=[O:17])[CH:15]=1)[CH2:5][C:6]([O:8][CH3:9])=[O:7], predict the reactants needed to synthesize it. The reactants are: [CH3:1][O:2][C:3](=[O:28])[CH:4]([C:10]1[CH:11]=[C:12]([C:19]2[CH:24]=[CH:23][CH:22]=[C:21]([N+:25]([O-:27])=[O:26])[CH:20]=2)[C:13]([OH:18])=[C:14]([CH:16]=[O:17])[CH:15]=1)[CH2:5][C:6]([O:8][CH3:9])=[O:7].ClCCl.C(N(C(C)C)CC)(C)C.[CH3:41][O:42][CH2:43][CH2:44][O:45][CH2:46]Cl.